From a dataset of Forward reaction prediction with 1.9M reactions from USPTO patents (1976-2016). Predict the product of the given reaction. (1) The product is: [ClH:1].[Cl:1][C:2]1[CH:7]=[C:6]([C:8]#[N:9])[N:5]=[C:4]([C:10]([NH:32][C:29]2[CH:30]=[CH:31][C:26]([C@@H:22]3[O:23][CH2:24][CH2:25][NH:20][CH2:21]3)=[C:27]([F:33])[CH:28]=2)=[O:12])[CH:3]=1. Given the reactants [Cl:1][C:2]1[CH:7]=[C:6]([C:8]#[N:9])[N:5]=[C:4]([C:10]([OH:12])=O)[CH:3]=1.C(OC([N:20]1[CH2:25][CH2:24][O:23][C@@H:22]([C:26]2[CH:31]=[CH:30][C:29]([NH2:32])=[CH:28][C:27]=2[F:33])[CH2:21]1)=O)(C)(C)C, predict the reaction product. (2) Given the reactants [F:1][C:2]1[CH:7]=[CH:6][CH:5]=[C:4]([F:8])[C:3]=1[C:9]1[CH:10]=[C:11]2[C:15](=[CH:16][CH:17]=1)[N:14](C1CCCCO1)[N:13]=[C:12]2[C:24]1[CH:25]=[C:26]([N:30]2[CH2:35][CH2:34][CH:33]([NH:36]C(=O)OC(C)(C)C)[CH2:32][CH2:31]2)[CH:27]=[N:28][CH:29]=1.Cl, predict the reaction product. The product is: [F:1][C:2]1[CH:7]=[CH:6][CH:5]=[C:4]([F:8])[C:3]=1[C:9]1[CH:10]=[C:11]2[C:15](=[CH:16][CH:17]=1)[NH:14][N:13]=[C:12]2[C:24]1[CH:25]=[C:26]([N:30]2[CH2:35][CH2:34][CH:33]([NH2:36])[CH2:32][CH2:31]2)[CH:27]=[N:28][CH:29]=1. (3) Given the reactants C(N(CC)CC)C.F[C:9](F)(F)[C:10]([OH:12])=[O:11].[CH2:15]([N:22]([CH3:50])[CH2:23][CH2:24][CH:25]1[N:30]2[C:31](=[O:40])[N:32]([CH:37]([CH3:39])[CH3:38])[C:33](=[O:36])[C:34](O)=[C:29]2[C:28](=[O:41])[N:27]([CH2:42][C:43]2[CH:48]=[CH:47][C:46]([F:49])=[CH:45][CH:44]=2)[CH2:26]1)[C:16]1[CH:21]=[CH:20][CH:19]=[CH:18][CH:17]=1.C(Cl)(=O)C, predict the reaction product. The product is: [C:10]([O:12][C:34]1[C:33](=[O:36])[N:32]([CH:37]([CH3:38])[CH3:39])[C:31](=[O:40])[N:30]2[CH:25]([CH2:24][CH2:23][N:22]([CH2:15][C:16]3[CH:21]=[CH:20][CH:19]=[CH:18][CH:17]=3)[CH3:50])[CH2:26][N:27]([CH2:42][C:43]3[CH:48]=[CH:47][C:46]([F:49])=[CH:45][CH:44]=3)[C:28](=[O:41])[C:29]=12)(=[O:11])[CH3:9].